Dataset: hERG potassium channel inhibition data for cardiac toxicity prediction from Karim et al.. Task: Regression/Classification. Given a drug SMILES string, predict its toxicity properties. Task type varies by dataset: regression for continuous values (e.g., LD50, hERG inhibition percentage) or binary classification for toxic/non-toxic outcomes (e.g., AMES mutagenicity, cardiotoxicity, hepatotoxicity). Dataset: herg_karim. The molecule is Clc1ccc(-c2c[nH]c([C@H]3Cc4c([nH]c5ccccc45)[C@@H](C4CCOCC4)N3)n2)nc1. The result is 1 (blocker).